This data is from Full USPTO retrosynthesis dataset with 1.9M reactions from patents (1976-2016). The task is: Predict the reactants needed to synthesize the given product. (1) Given the product [F:33][C:32]1[C:27]2[N:26]([CH:34]([CH3:37])[CH2:35][OH:36])[CH:25]=[C:24]([C:22]([C:18]3[CH:17]=[C:16]([NH:15][C:10](=[O:12])[CH2:9][C:6]4[CH:5]=[CH:4][C:3]([C:2]([F:1])([F:14])[F:13])=[CH:8][CH:7]=4)[CH:21]=[N:20][CH:19]=3)=[O:23])[C:28]=2[CH:29]=[N:30][CH:31]=1, predict the reactants needed to synthesize it. The reactants are: [F:1][C:2]([F:14])([F:13])[C:3]1[CH:8]=[CH:7][C:6]([CH2:9][C:10]([OH:12])=O)=[CH:5][CH:4]=1.[NH2:15][C:16]1[CH:17]=[C:18]([C:22]([C:24]2[C:28]3[CH:29]=[N:30][CH:31]=[C:32]([F:33])[C:27]=3[N:26]([CH:34]([CH3:37])[CH2:35][OH:36])[CH:25]=2)=[O:23])[CH:19]=[N:20][CH:21]=1. (2) Given the product [F:1][C:2]1[CH:16]=[CH:15][C:5]([CH2:6][O:7][C:8]2[CH:13]=[CH:12][C:11]([N:14]3[CH2:23][CH2:22][CH:21]([C:20]([OH:27])=[O:19])[C:24]3=[O:25])=[CH:10][CH:9]=2)=[CH:4][CH:3]=1, predict the reactants needed to synthesize it. The reactants are: [F:1][C:2]1[CH:16]=[CH:15][C:5]([CH2:6][O:7][C:8]2[CH:13]=[CH:12][C:11]([NH2:14])=[CH:10][CH:9]=2)=[CH:4][CH:3]=1.CC1(C)[O:25][C:24](=O)[C:21]2([CH2:23][CH2:22]2)[C:20](=[O:27])[O:19]1. (3) Given the product [C:13]([C:11]1[CH:10]=[C:9]2[C:5]([CH2:6][C:7](=[O:12])[NH:8]2)=[CH:4][C:3]=1[OH:2])(=[O:15])[CH3:14], predict the reactants needed to synthesize it. The reactants are: C[O:2][C:3]1[CH:4]=[C:5]2[C:9](=[CH:10][CH:11]=1)[NH:8][C:7](=[O:12])[CH2:6]2.[C:13](Cl)(=[O:15])[CH3:14].[Al+3].[Cl-].[Cl-].[Cl-]. (4) Given the product [CH:1]1([CH:7]([NH:19][C:20]2[CH:21]=[CH:22][C:23]([C:26]([NH:36][CH2:35][CH2:34][C:33]([O:32][CH2:30][CH3:31])=[O:37])=[O:28])=[N:24][CH:25]=2)[C:8]2[O:9][C:10]3[CH:17]=[CH:16][C:15]([F:18])=[CH:14][C:11]=3[C:12]=2[CH3:13])[CH2:6][CH2:5][CH2:4][CH2:3][CH2:2]1, predict the reactants needed to synthesize it. The reactants are: [CH:1]1([CH:7]([NH:19][C:20]2[CH:21]=[CH:22][C:23]([C:26]([OH:28])=O)=[N:24][CH:25]=2)[C:8]2[O:9][C:10]3[CH:17]=[CH:16][C:15]([F:18])=[CH:14][C:11]=3[C:12]=2[CH3:13])[CH2:6][CH2:5][CH2:4][CH2:3][CH2:2]1.Cl.[CH2:30]([O:32][C:33](=[O:37])[CH2:34][CH2:35][NH2:36])[CH3:31].O.ON1C2C=CC=CC=2N=N1.Cl.C(N=C=NCCCN(C)C)C.[Cl-].[NH4+]. (5) The reactants are: [NH2:1][C:2]1[N:3]=[C:4]2[CH:9]=[CH:8][C:7]([O:10][C:11]3[CH:12]=[C:13]([NH:17][C:18](=[O:30])[C:19]4[CH:24]=[CH:23][CH:22]=[C:21]([C:25]5([C:28]#[N:29])[CH2:27][CH2:26]5)[CH:20]=4)[CH:14]=[CH:15][CH:16]=3)=[N:6][N:5]2[CH:31]=1.[C:32]([O:36][C:37]([N:39]1[CH2:43][CH2:42][CH:41]([C:44](O)=[O:45])[CH2:40]1)=[O:38])([CH3:35])([CH3:34])[CH3:33].Cl.CN(C)CCCN=C=NCC.ON1C2C=CC=CC=2N=N1.[Cl-].[NH4+]. Given the product [C:28]([C:25]1([C:21]2[CH:20]=[C:19]([CH:24]=[CH:23][CH:22]=2)[C:18]([NH:17][C:13]2[CH:12]=[C:11]([CH:16]=[CH:15][CH:14]=2)[O:10][C:7]2[CH:8]=[CH:9][C:4]3[N:5]([CH:31]=[C:2]([NH:1][C:44]([CH:41]4[CH2:42][CH2:43][N:39]([C:37]([O:36][C:32]([CH3:35])([CH3:34])[CH3:33])=[O:38])[CH2:40]4)=[O:45])[N:3]=3)[N:6]=2)=[O:30])[CH2:27][CH2:26]1)#[N:29], predict the reactants needed to synthesize it.